The task is: Predict the reactants needed to synthesize the given product.. This data is from Full USPTO retrosynthesis dataset with 1.9M reactions from patents (1976-2016). Given the product [Cl:41][C:11]1[N:10]2[N:13]=[C:14]([C:28]3[CH:29]=[CH:30][C:31]([F:34])=[CH:32][CH:33]=3)[C:15]([C:16]3[CH:21]=[CH:20][N:19]=[C:18]([NH:22][CH:23]4[CH2:24][CH2:25][CH2:26][CH2:27]4)[N:17]=3)=[C:9]2[CH:8]=[C:7]([NH:6][CH:1]2[CH2:2][CH2:3][CH2:4][CH2:5]2)[CH:12]=1, predict the reactants needed to synthesize it. The reactants are: [CH:1]1([NH:6][C:7]2[CH:12]=[CH:11][N:10]3[N:13]=[C:14]([C:28]4[CH:33]=[CH:32][C:31]([F:34])=[CH:30][CH:29]=4)[C:15]([C:16]4[CH:21]=[CH:20][N:19]=[C:18]([NH:22][CH:23]5[CH2:27][CH2:26][CH2:25][CH2:24]5)[N:17]=4)=[C:9]3[CH:8]=2)[CH2:5][CH2:4][CH2:3][CH2:2]1.C([Li])CCC.C(Cl)(Cl)(Cl)[Cl:41].